From a dataset of Catalyst prediction with 721,799 reactions and 888 catalyst types from USPTO. Predict which catalyst facilitates the given reaction. Reactant: [NH2:1][C:2]1[C:7]2=[CH:8][CH:9]=[C:10]([C@@:11]3([C:34]#[N:35])[C@H:15]([O:16][Si:17]([C:20]([CH3:23])([CH3:22])[CH3:21])([CH3:19])[CH3:18])[C@H:14]([O:24][Si:25]([C:28]([CH3:31])([CH3:30])[CH3:29])([CH3:27])[CH3:26])[C@@H:13]([CH2:32][OH:33])[O:12]3)[N:6]2[N:5]=[CH:4][N:3]=1.C([Mg]Cl)(C)(C)C.F[C:43]1[C:70](F)=[C:69](F)[C:68](F)=[C:67](F)[C:44]=1[O:45][P@:46]([NH:55][C@@H:56]([CH3:66])[C:57]([O:59][CH2:60][CH:61]([CH2:64][CH3:65])[CH2:62][CH3:63])=[O:58])(OC1C=CC=CC=1)=[O:47]. Product: [NH2:1][C:2]1[C:7]2=[CH:8][CH:9]=[C:10]([C@:11]3([C:34]#[N:35])[O:12][C@H:13]([CH2:32][O:33][P@@:46]([NH:55][C@@H:56]([CH3:66])[C:57]([O:59][CH2:60][CH:61]([CH2:64][CH3:65])[CH2:62][CH3:63])=[O:58])([O:45][C:44]4[CH:67]=[CH:68][CH:69]=[CH:70][CH:43]=4)=[O:47])[C@@H:14]([O:24][Si:25]([C:28]([CH3:29])([CH3:31])[CH3:30])([CH3:27])[CH3:26])[C@H:15]3[O:16][Si:17]([C:20]([CH3:21])([CH3:22])[CH3:23])([CH3:18])[CH3:19])[N:6]2[N:5]=[CH:4][N:3]=1. The catalyst class is: 1.